From a dataset of Forward reaction prediction with 1.9M reactions from USPTO patents (1976-2016). Predict the product of the given reaction. (1) The product is: [OH:25][NH:24][C:14]([C:12]1[N:11]([C:18]2[CH:23]=[CH:22][CH:21]=[CH:20][CH:19]=2)[N:10]=[C:9]([O:8][CH2:1][C:2]2[CH:7]=[CH:6][CH:5]=[CH:4][CH:3]=2)[CH:13]=1)=[O:15]. Given the reactants [CH2:1]([O:8][C:9]1[CH:13]=[C:12]([C:14](OC)=[O:15])[N:11]([C:18]2[CH:23]=[CH:22][CH:21]=[CH:20][CH:19]=2)[N:10]=1)[C:2]1[CH:7]=[CH:6][CH:5]=[CH:4][CH:3]=1.[NH2:24][OH:25].[OH-].[Na+], predict the reaction product. (2) Given the reactants Cl.[Cl:2][C:3]1[C:8]([C:9]2[C:10](=[O:16])[NH:11][C:12](=[O:15])[NH:13][CH:14]=2)=[CH:7][CH:6]=[CH:5][N:4]=1.C([O-])([O-])=O.[K+].[K+].Br[CH2:24][CH2:25][CH:26]([O:29][CH3:30])[O:27][CH3:28], predict the reaction product. The product is: [Cl:2][C:3]1[C:8]([C:9]2[C:10](=[O:16])[NH:11][C:12](=[O:15])[N:13]([CH2:24][CH2:25][CH:26]([O:29][CH3:30])[O:27][CH3:28])[CH:14]=2)=[CH:7][CH:6]=[CH:5][N:4]=1. (3) Given the reactants C([O:5][C:6](=[O:42])[C@@H:7]([NH:31][C:32]([O:34][CH2:35][C:36]1[CH:41]=[CH:40][CH:39]=[CH:38][CH:37]=1)=[O:33])[CH2:8][CH2:9][C:10]([N:12]1[CH2:17][CH2:16][CH:15]([C:18]2[CH:23]=[CH:22][CH:21]=[C:20]([NH:24][C:25]3[NH:26][CH2:27][CH2:28][CH2:29][N:30]=3)[CH:19]=2)[CH2:14][CH2:13]1)=[O:11])(C)(C)C.FC(F)(F)C(O)=O, predict the reaction product. The product is: [CH2:35]([O:34][C:32]([NH:31][C@@H:7]([CH2:8][CH2:9][C:10]([N:12]1[CH2:13][CH2:14][CH:15]([C:18]2[CH:23]=[CH:22][CH:21]=[C:20]([NH:24][C:25]3[NH:26][CH2:27][CH2:28][CH2:29][N:30]=3)[CH:19]=2)[CH2:16][CH2:17]1)=[O:11])[C:6]([OH:42])=[O:5])=[O:33])[C:36]1[CH:41]=[CH:40][CH:39]=[CH:38][CH:37]=1.